This data is from Reaction yield outcomes from USPTO patents with 853,638 reactions. The task is: Predict the reaction yield, written as a fraction of the theoretical maximum amount of product (1.0 means a 100% yield; for example, 0.34 means a 34% yield). (1) The reactants are [CH2:1]([OH:5])[CH2:2][CH:3]=[CH2:4].C(C1[CH2:13][CH2:12][N:11]([C:14]([O:16][C:17]([CH3:20])([CH3:19])[CH3:18])=[O:15])[CH2:10][CH2:9]1)=O.F[C:22](F)(F)[C:23](O)=[O:24].[OH-].[Na+].CC(OC(OC(OC(C)(C)C)=O)=O)(C)C. The catalyst is C(Cl)Cl.C1COCC1. The product is [OH:5][CH:1]1[CH2:22][CH2:23][O:24][CH:3]([CH:4]2[CH2:9][CH2:10][N:11]([C:14]([O:16][C:17]([CH3:20])([CH3:19])[CH3:18])=[O:15])[CH2:12][CH2:13]2)[CH2:2]1. The yield is 0.570. (2) The reactants are C1(=O)NC(=O)C2=CC=CC=C12.O=C1C2C(=CC=CC=2)C(=O)[N:14]1[CH2:23][CH2:24][O:25][C:26]1[CH:31]=[CH:30][C:29]([C:32](=[O:43])[NH:33][C:34]2([C:37]3[CH:42]=[CH:41][CH:40]=[CH:39][CH:38]=3)[CH2:36][CH2:35]2)=[CH:28][C:27]=1[C:44]1[CH:45]=[CH:46][C:47]2[O:51][C:50]([C:52]3[CH:57]=[CH:56][C:55]([F:58])=[CH:54][CH:53]=3)=[C:49]([C:59]([NH:61][CH3:62])=[O:60])[C:48]=2[CH:63]=1.NN.C(O)(C(F)(F)F)=O. The catalyst is CO.O. The product is [NH2:14][CH2:23][CH2:24][O:25][C:26]1[CH:31]=[CH:30][C:29]([C:32](=[O:43])[NH:33][C:34]2([C:37]3[CH:42]=[CH:41][CH:40]=[CH:39][CH:38]=3)[CH2:35][CH2:36]2)=[CH:28][C:27]=1[C:44]1[CH:45]=[CH:46][C:47]2[O:51][C:50]([C:52]3[CH:53]=[CH:54][C:55]([F:58])=[CH:56][CH:57]=3)=[C:49]([C:59]([NH:61][CH3:62])=[O:60])[C:48]=2[CH:63]=1. The yield is 0.140. (3) The reactants are [N+:1]([C:4]1[CH:9]=[CH:8][C:7]([N:10]2[CH:14]3[CH2:15][CH2:16][CH:11]2[CH2:12][CH2:13]3)=[CH:6][C:5]=1[C:17]([F:20])([F:19])[F:18])([O-])=O. The catalyst is [Pd]. The product is [CH:11]12[N:10]([C:7]3[CH:8]=[CH:9][C:4]([NH2:1])=[C:5]([C:17]([F:20])([F:18])[F:19])[CH:6]=3)[CH:14]([CH2:13][CH2:12]1)[CH2:15][CH2:16]2. The yield is 0.910. (4) The reactants are [H-].[Na+].CCOP([O:11][C:12]([CH3:14])=[O:13])(OCC)=O.[CH:15]1[C:20]2[CH2:21][CH2:22][CH2:23][CH2:24][CH:25]([CH2:26][CH:27]=O)[C:19]=2[CH:18]=[CH:17][CH:16]=1.[Cl-].[NH4+].[CH:31]1C=CC=C[CH:32]=1. No catalyst specified. The product is [CH:15]1[C:20]2[CH2:21][CH2:22][CH2:23][CH2:24][CH:25]([CH2:26][CH:27]=[CH:14][C:12]([O:11][CH2:31][CH3:32])=[O:13])[C:19]=2[CH:18]=[CH:17][CH:16]=1. The yield is 0.940.